From a dataset of Catalyst prediction with 721,799 reactions and 888 catalyst types from USPTO. Predict which catalyst facilitates the given reaction. (1) Reactant: Cl[C:2]1[N:3]=[CH:4][C:5]2[CH:6]=[CH:7][C:8]3[C:17]4[C:16](=[O:18])[NH:15][CH2:14][C:13]=4[NH:12][C:9]=3[C:10]=2[CH:11]=1.[OH:19][C:20]1[CH:25]=[CH:24][C:23](B(O)O)=[CH:22][CH:21]=1.C([O-])([O-])=O.[K+].[K+]. Product: [OH:19][C:20]1[CH:25]=[CH:24][C:23]([C:2]2[N:3]=[CH:4][C:5]3[CH:6]=[CH:7][C:8]4[C:17]5[C:16](=[O:18])[NH:15][CH2:14][C:13]=5[NH:12][C:9]=4[C:10]=3[CH:11]=2)=[CH:22][CH:21]=1. The catalyst class is: 710. (2) Reactant: Cl.[S:2]1[C:6]([NH2:7])=[CH:5][C:4]2[CH:8]=[CH:9][CH:10]=[CH:11][C:3]1=2.[Br:12][C:13]1[CH:18]=[CH:17][C:16]([S:19](Cl)(=[O:21])=[O:20])=[CH:15][CH:14]=1. Product: [S:2]1[C:6]([NH:7][S:19]([C:16]2[CH:17]=[CH:18][C:13]([Br:12])=[CH:14][CH:15]=2)(=[O:21])=[O:20])=[CH:5][C:4]2[CH:8]=[CH:9][CH:10]=[CH:11][C:3]1=2. The catalyst class is: 298. (3) Reactant: Cl[C:2]1[C:11]2[C:6](=[CH:7][CH:8]=[CH:9][CH:10]=2)[N:5]=[C:4]([C:12]2[CH:17]=[CH:16][CH:15]=[CH:14][CH:13]=2)[N:3]=1.Cl.[I-:19].[Na+].C(#N)C. Product: [I:19][C:2]1[C:11]2[C:6](=[CH:7][CH:8]=[CH:9][CH:10]=2)[N:5]=[C:4]([C:12]2[CH:17]=[CH:16][CH:15]=[CH:14][CH:13]=2)[N:3]=1. The catalyst class is: 116. (4) Reactant: [OH:1][N:2]=[C:3](Cl)[C:4]1[CH:15]=[CH:14][C:7]2[B:8]([OH:13])[O:9][C:10]([CH3:12])([CH3:11])[C:6]=2[CH:5]=1.[Cl:17][C:18]1[CH:23]=[C:22]([C:24]([C:26]([F:32])([F:31])[C:27]([F:30])([F:29])[F:28])=[CH2:25])[CH:21]=[C:20]([Cl:33])[CH:19]=1. Product: [Cl:17][C:18]1[CH:23]=[C:22]([C:24]2([C:26]([F:32])([F:31])[C:27]([F:28])([F:29])[F:30])[O:1][N:2]=[C:3]([C:4]3[CH:15]=[CH:14][C:7]4[B:8]([OH:13])[O:9][C:10]([CH3:12])([CH3:11])[C:6]=4[CH:5]=3)[CH2:25]2)[CH:21]=[C:20]([Cl:33])[CH:19]=1. The catalyst class is: 3. (5) Reactant: [S:1]1[C:5]([CH:6]=O)=[CH:4][C:3]2[CH:8]=[CH:9][CH:10]=[CH:11][C:2]1=2.[CH3:12][O:13][C:14]1[CH:15]=[C:16]([CH2:24][C:25]#[N:26])[CH:17]=[C:18]([O:22][CH3:23])[C:19]=1[O:20][CH3:21].C[O-].[Na+]. Product: [S:1]1[C:5](/[CH:6]=[C:24](/[C:16]2[CH:17]=[C:18]([O:22][CH3:23])[C:19]([O:20][CH3:21])=[C:14]([O:13][CH3:12])[CH:15]=2)\[C:25]#[N:26])=[CH:4][C:3]2[CH:8]=[CH:9][CH:10]=[CH:11][C:2]1=2. The catalyst class is: 5. (6) Reactant: C([O:3][C:4]([C@H:6]1[C@H:10]([C:11]([O:13]CC)=[O:12])[CH2:9][N:8]([C:16]([O:18][C:19]([CH3:22])([CH3:21])[CH3:20])=[O:17])[CH2:7]1)=[O:5])C.[OH-].[Na+].Cl.[Na+].[Cl-]. Product: [C:19]([O:18][C:16]([N:8]1[CH2:7][C@@H:6]([C:4]([OH:5])=[O:3])[C@H:10]([C:11]([OH:13])=[O:12])[CH2:9]1)=[O:17])([CH3:22])([CH3:20])[CH3:21]. The catalyst class is: 20.